This data is from Reaction yield outcomes from USPTO patents with 853,638 reactions. The task is: Predict the reaction yield, written as a fraction of the theoretical maximum amount of product (1.0 means a 100% yield; for example, 0.34 means a 34% yield). The reactants are [Cl:1][CH2:2][C:3](Cl)=[O:4].[NH:6]1[CH2:10][CH2:9][CH2:8][CH2:7]1.C(=O)([O-])[O-].[K+].[K+]. The catalyst is C1COCC1. The product is [Cl:1][CH2:2][C:3]([N:6]1[CH2:10][CH2:9][CH2:8][CH2:7]1)=[O:4]. The yield is 0.559.